Predict the reaction yield, written as a fraction of the theoretical maximum amount of product (1.0 means a 100% yield; for example, 0.34 means a 34% yield). From a dataset of Reaction yield outcomes from USPTO patents with 853,638 reactions. The reactants are [Cl:1][C:2]1[CH:3]=[C:4]([CH:9]=[C:10]([Cl:28])[C:11]=1[C:12]([N:14]1[C:22]2[CH:21]=[CH:20][N:19]=[C:18]([NH:23][C:24](=[O:27])[CH2:25][CH3:26])[C:17]=2[CH:16]=[CH:15]1)=[O:13])[C:5]([O:7]C)=[O:6].[OH-].[Na+]. The catalyst is O1CCCC1.O. The product is [Cl:1][C:2]1[CH:3]=[C:4]([CH:9]=[C:10]([Cl:28])[C:11]=1[C:12]([N:14]1[C:22]2[CH:21]=[CH:20][N:19]=[C:18]([NH:23][C:24](=[O:27])[CH2:25][CH3:26])[C:17]=2[CH:16]=[CH:15]1)=[O:13])[C:5]([OH:7])=[O:6]. The yield is 0.700.